Dataset: Catalyst prediction with 721,799 reactions and 888 catalyst types from USPTO. Task: Predict which catalyst facilitates the given reaction. (1) Reactant: [Cl:1][C:2]1[CH:3]=[C:4]([CH:8]=[CH:9][C:10]=1[O:11][CH:12]([CH3:14])[CH3:13])[C:5]([OH:7])=O.O[NH:16][C:17](=[NH:36])[C:18]1[CH:26]=[CH:25][CH:24]=[C:23]2[C:19]=1[CH:20]=[N:21][N:22]2[CH2:27][C:28]([CH3:35])([CH3:34])[C:29]([O:31][CH2:32][CH3:33])=[O:30].C(N(C(C)C)C(C)C)C.CN(C(ON1N=NC2C=CC=NC1=2)=[N+](C)C)C.F[P-](F)(F)(F)(F)F. Product: [Cl:1][C:2]1[CH:3]=[C:4]([C:5]2[O:7][N:16]=[C:17]([C:18]3[CH:26]=[CH:25][CH:24]=[C:23]4[C:19]=3[CH:20]=[N:21][N:22]4[CH2:27][C:28]([CH3:34])([CH3:35])[C:29]([O:31][CH2:32][CH3:33])=[O:30])[N:36]=2)[CH:8]=[CH:9][C:10]=1[O:11][CH:12]([CH3:14])[CH3:13]. The catalyst class is: 3. (2) Reactant: [CH2:1]([O:3][C:4]([C:6]1[CH:7]=[C:8]2[C:13](=[CH:14][CH:15]=1)[NH:12][CH:11]([C:16]1[CH:21]=[CH:20][CH:19]=[C:18]([NH2:22])[CH:17]=1)[C:10]([CH3:24])([CH3:23])[CH2:9]2)=[O:5])[CH3:2].[C:25](O)(=[O:32])[C:26]1[CH:31]=[CH:30][CH:29]=[CH:28][CH:27]=1.CN(C(ON1N=NC2C=CC=NC1=2)=[N+](C)C)C.F[P-](F)(F)(F)(F)F.C(N(CC)CC)C. Product: [CH2:1]([O:3][C:4]([C:6]1[CH:7]=[C:8]2[C:13](=[CH:14][CH:15]=1)[NH:12][CH:11]([C:16]1[CH:21]=[CH:20][CH:19]=[C:18]([NH:22][C:25](=[O:32])[C:26]3[CH:31]=[CH:30][CH:29]=[CH:28][CH:27]=3)[CH:17]=1)[C:10]([CH3:23])([CH3:24])[CH2:9]2)=[O:5])[CH3:2]. The catalyst class is: 4. (3) Reactant: [CH2:1]([C:3]([CH2:8][OH:9])([CH2:6][OH:7])[CH2:4][CH3:5])[OH:2].CO[C:12](OC)([CH3:14])[CH3:13].C1(C)C=CC(S(O)(=O)=O)=CC=1.C(=O)([O-])O.[Na+]. Product: [CH2:4]([C:3]1([CH2:8][OH:9])[CH2:6][O:7][C:12]([CH3:14])([CH3:13])[O:2][CH2:1]1)[CH3:5]. The catalyst class is: 9. (4) Reactant: [O:1]1[C:9]2[CH:8]=[CH:7][N:6]=[C:5]([O:10][C:11]3[CH:16]=[CH:15][C:14]([C:17]4[C:18](=[O:30])[N:19](C5CCCCO5)[N:20]=[CH:21][C:22]=4[CH3:23])=[C:13]([CH3:31])[CH:12]=3)[C:4]=2[CH:3]=[CH:2]1.[ClH:32].O1CCOCC1. Product: [ClH:32].[ClH:32].[O:1]1[C:9]2[CH:8]=[CH:7][N:6]=[C:5]([O:10][C:11]3[CH:16]=[CH:15][C:14]([C:17]4[C:18](=[O:30])[NH:19][N:20]=[CH:21][C:22]=4[CH3:23])=[C:13]([CH3:31])[CH:12]=3)[C:4]=2[CH:3]=[CH:2]1. The catalyst class is: 5. (5) Reactant: [C:1]([O:5][C@H:6]([C@H:8]1[CH2:12][O:11][C:10](=[O:13])[N:9]1[C:14]1[C:19]([F:20])=[CH:18][N:17]=[C:16]([NH:21][C@H:22]([CH:24]2[CH2:29][CH2:28][NH:27][CH2:26][CH2:25]2)[CH3:23])[N:15]=1)[CH3:7])([CH3:4])([CH3:3])[CH3:2].Br[C:31]1[CH:36]=[CH:35][C:34]([Cl:37])=[C:33]([O:38][C:39]([F:42])([F:41])[F:40])[CH:32]=1.C1C=CC(P(C2C(C3C(P(C4C=CC=CC=4)C4C=CC=CC=4)=CC=C4C=3C=CC=C4)=C3C(C=CC=C3)=CC=2)C2C=CC=CC=2)=CC=1.C([O-])([O-])=O.[Cs+].[Cs+]. Product: [C:1]([O:5][C@H:6]([C@H:8]1[CH2:12][O:11][C:10](=[O:13])[N:9]1[C:14]1[C:19]([F:20])=[CH:18][N:17]=[C:16]([NH:21][C@H:22]([CH:24]2[CH2:29][CH2:28][N:27]([C:31]3[CH:36]=[CH:35][C:34]([Cl:37])=[C:33]([O:38][C:39]([F:41])([F:42])[F:40])[CH:32]=3)[CH2:26][CH2:25]2)[CH3:23])[N:15]=1)[CH3:7])([CH3:3])([CH3:4])[CH3:2]. The catalyst class is: 222. (6) Reactant: [CH:1]1([CH2:4][N:5]2[C:9]3[CH:10]=[CH:11][C:12]([S:14]([CH2:17][C:18]([CH3:21])([NH2:20])[CH3:19])(=[O:16])=[O:15])=[CH:13][C:8]=3[N:7]=[C:6]2[CH2:22][C:23]([CH3:26])([CH3:25])[CH3:24])[CH2:3][CH2:2]1.N1C=CC=CC=1.[C:33](OC(=O)C)(=[O:35])[CH3:34]. Product: [CH:1]1([CH2:4][N:5]2[C:9]3[CH:10]=[CH:11][C:12]([S:14]([CH2:17][C:18]([NH:20][C:33](=[O:35])[CH3:34])([CH3:19])[CH3:21])(=[O:16])=[O:15])=[CH:13][C:8]=3[N:7]=[C:6]2[CH2:22][C:23]([CH3:26])([CH3:25])[CH3:24])[CH2:2][CH2:3]1. The catalyst class is: 4. (7) Reactant: I[C:2]1[CH:3]=[C:4]([C:8]2[O:9][C:10]([C:13]3[CH:18]=[CH:17][CH:16]=[C:15]([O:19][CH3:20])[CH:14]=3)=[N:11][N:12]=2)[CH:5]=[CH:6][CH:7]=1.[CH:21]1[C:33]2[NH:32][C:31]3[C:26](=[CH:27][CH:28]=[CH:29][CH:30]=3)[C:25]=2[CH:24]=[CH:23][CH:22]=1.C(=O)([O-])[O-].[K+].[K+]. Product: [CH:30]1[C:31]2[N:32]([C:2]3[CH:3]=[C:4]([C:8]4[O:9][C:10]([C:13]5[CH:18]=[CH:17][CH:16]=[C:15]([O:19][CH3:20])[CH:14]=5)=[N:11][N:12]=4)[CH:5]=[CH:6][CH:7]=3)[C:33]3[C:25](=[CH:24][CH:23]=[CH:22][CH:21]=3)[C:26]=2[CH:27]=[CH:28][CH:29]=1. The catalyst class is: 3. (8) Reactant: Br[C:2]1[CH:3]=[C:4]2[C:8](=CC=1)[NH:7]C=[CH:5]2.C([O-])([O-])=O.[K+].[K+].IC.[CH3:19][N:20]1[C:24](=O)[CH2:23][CH2:22][CH2:21]1. Product: [CH3:19][N:20]1[C:24]2[C:23](=[CH:5][C:4]([C:8]#[N:7])=[CH:3][CH:2]=2)[CH:22]=[CH:21]1. The catalyst class is: 3.